This data is from Reaction yield outcomes from USPTO patents with 853,638 reactions. The task is: Predict the reaction yield, written as a fraction of the theoretical maximum amount of product (1.0 means a 100% yield; for example, 0.34 means a 34% yield). (1) The catalyst is C(O)CCC.CCCCCC.C(OCC)(=O)C. The reactants are Br[CH:2]([CH2:10][CH:11]1[CH2:16][CH2:15][C:14]([F:18])([F:17])[CH2:13][CH2:12]1)[C:3](=O)[C:4]([O:6][CH2:7][CH3:8])=[O:5].[NH2:19][C:20]1[CH:21]=[C:22]([CH:25]=[C:26]([CH3:28])[N:27]=1)[C:23]#[N:24].C(=O)([O-])O.[Na+]. The product is [C:23]([C:22]1[CH:25]=[C:26]([CH3:28])[N:27]2[C:2]([CH2:10][CH:11]3[CH2:16][CH2:15][C:14]([F:18])([F:17])[CH2:13][CH2:12]3)=[C:3]([C:4]([O:6][CH2:7][CH3:8])=[O:5])[N:19]=[C:20]2[CH:21]=1)#[N:24]. The yield is 0.240. (2) The reactants are [F:1][C:2]1[CH:3]=[N:4][CH:5]=[CH:6][C:7]=1[CH:8]([OH:10])[CH3:9]. The catalyst is C1(C)C=CC=CC=1.O=[Mn]=O. The product is [F:1][C:2]1[CH:3]=[N:4][CH:5]=[CH:6][C:7]=1[C:8](=[O:10])[CH3:9]. The yield is 0.700.